This data is from NCI-60 drug combinations with 297,098 pairs across 59 cell lines. The task is: Regression. Given two drug SMILES strings and cell line genomic features, predict the synergy score measuring deviation from expected non-interaction effect. (1) Drug 1: CN(CC1=CN=C2C(=N1)C(=NC(=N2)N)N)C3=CC=C(C=C3)C(=O)NC(CCC(=O)O)C(=O)O. Drug 2: CN(C(=O)NC(C=O)C(C(C(CO)O)O)O)N=O. Cell line: SR. Synergy scores: CSS=59.2, Synergy_ZIP=3.97, Synergy_Bliss=3.83, Synergy_Loewe=-26.9, Synergy_HSA=3.39. (2) Drug 1: CN(C)C1=NC(=NC(=N1)N(C)C)N(C)C. Drug 2: C1=CN(C=N1)CC(O)(P(=O)(O)O)P(=O)(O)O. Cell line: HT29. Synergy scores: CSS=-10.2, Synergy_ZIP=3.16, Synergy_Bliss=-3.01, Synergy_Loewe=-7.47, Synergy_HSA=-9.23.